This data is from NCI-60 drug combinations with 297,098 pairs across 59 cell lines. The task is: Regression. Given two drug SMILES strings and cell line genomic features, predict the synergy score measuring deviation from expected non-interaction effect. (1) Drug 1: C(CC(=O)O)C(=O)CN.Cl. Drug 2: CCC1(C2=C(COC1=O)C(=O)N3CC4=CC5=C(C=CC(=C5CN(C)C)O)N=C4C3=C2)O.Cl. Cell line: KM12. Synergy scores: CSS=27.0, Synergy_ZIP=4.84, Synergy_Bliss=5.91, Synergy_Loewe=-12.2, Synergy_HSA=2.86. (2) Drug 1: C1=NC2=C(N1)C(=S)N=C(N2)N. Drug 2: CN(CC1=CN=C2C(=N1)C(=NC(=N2)N)N)C3=CC=C(C=C3)C(=O)NC(CCC(=O)O)C(=O)O. Cell line: SF-295. Synergy scores: CSS=44.8, Synergy_ZIP=-7.13, Synergy_Bliss=-8.90, Synergy_Loewe=-2.59, Synergy_HSA=-0.841. (3) Drug 1: COC1=C(C=C2C(=C1)N=CN=C2NC3=CC(=C(C=C3)F)Cl)OCCCN4CCOCC4. Drug 2: CC1=C(C(CCC1)(C)C)C=CC(=CC=CC(=CC(=O)O)C)C. Cell line: LOX IMVI. Synergy scores: CSS=3.10, Synergy_ZIP=-5.50, Synergy_Bliss=-6.58, Synergy_Loewe=-3.98, Synergy_HSA=-3.80. (4) Drug 1: CC12CCC3C(C1CCC2O)C(CC4=C3C=CC(=C4)O)CCCCCCCCCS(=O)CCCC(C(F)(F)F)(F)F. Drug 2: C1=NC2=C(N1)C(=S)N=CN2. Cell line: TK-10. Synergy scores: CSS=41.0, Synergy_ZIP=-0.220, Synergy_Bliss=2.01, Synergy_Loewe=-33.7, Synergy_HSA=1.18. (5) Drug 1: C(CC(=O)O)C(=O)CN.Cl. Drug 2: C1=NNC2=C1C(=O)NC=N2. Cell line: NCI-H460. Synergy scores: CSS=12.8, Synergy_ZIP=-2.24, Synergy_Bliss=2.06, Synergy_Loewe=-1.000, Synergy_HSA=2.69. (6) Drug 1: CS(=O)(=O)C1=CC(=C(C=C1)C(=O)NC2=CC(=C(C=C2)Cl)C3=CC=CC=N3)Cl. Drug 2: CCN(CC)CCCC(C)NC1=C2C=C(C=CC2=NC3=C1C=CC(=C3)Cl)OC. Cell line: BT-549. Synergy scores: CSS=33.6, Synergy_ZIP=1.05, Synergy_Bliss=9.53, Synergy_Loewe=1.96, Synergy_HSA=9.12.